From a dataset of Reaction yield outcomes from USPTO patents with 853,638 reactions. Predict the reaction yield, written as a fraction of the theoretical maximum amount of product (1.0 means a 100% yield; for example, 0.34 means a 34% yield). The reactants are [Cl:1][C:2]1[CH:3]=[C:4]([CH:8]=[CH:9][C:10]=1[F:11])[C:5](O)=[O:6].Cl.CN.Cl.[CH2:16]([N:18]=C=NCCCN(C)C)C.O.N1(O)C2C=CC=CC=2N=N1.CN1CCOCC1. The catalyst is CN(C=O)C.O. The product is [Cl:1][C:2]1[CH:3]=[C:4]([CH:8]=[CH:9][C:10]=1[F:11])[C:5]([NH:18][CH3:16])=[O:6]. The yield is 0.530.